The task is: Predict the reactants needed to synthesize the given product.. This data is from Full USPTO retrosynthesis dataset with 1.9M reactions from patents (1976-2016). (1) Given the product [CH:1]1([CH:7]([OH:8])[CH:9]=[CH2:10])[CH2:6][CH2:5][CH2:4][CH2:3][CH2:2]1, predict the reactants needed to synthesize it. The reactants are: [CH:1]1([CH:7]=[O:8])[CH2:6][CH2:5][CH2:4][CH2:3][CH2:2]1.[CH:9]([Mg]Br)=[CH2:10].[Cl-].[NH4+]. (2) Given the product [Br:1][CH2:9][C:10]1[CH:19]=[CH:18][C:17]2[C:12](=[CH:13][CH:14]=[CH:15][CH:16]=2)[C:11]=1[C:20]([O:22][CH3:23])=[O:21], predict the reactants needed to synthesize it. The reactants are: [Br:1]N1C(=O)CCC1=O.[CH3:9][C:10]1[CH:19]=[CH:18][C:17]2[C:12](=[CH:13][CH:14]=[CH:15][CH:16]=2)[C:11]=1[C:20]([O:22][CH3:23])=[O:21].C(OOC(=O)C1C=CC=CC=1)(=O)C1C=CC=CC=1.C(OCC)(=O)C.